This data is from Reaction yield outcomes from USPTO patents with 853,638 reactions. The task is: Predict the reaction yield, written as a fraction of the theoretical maximum amount of product (1.0 means a 100% yield; for example, 0.34 means a 34% yield). The reactants are [CH2:1]([O:8][C:9]([N:11]1[CH2:15][CH:14]2[CH:16](O)[CH2:17][CH2:18][CH:13]2[CH2:12]1)=[O:10])[C:2]1[CH:7]=[CH:6][CH:5]=[CH:4][CH:3]=1.[OH-].COC(NS([N+](CC)(CC)CC)(=O)=O)=O. The catalyst is C1(C)C=CC=CC=1. The product is [CH2:1]([O:8][C:9]([N:11]1[CH2:12][CH:13]2[CH2:18][CH:17]=[CH:16][CH:14]2[CH2:15]1)=[O:10])[C:2]1[CH:3]=[CH:4][CH:5]=[CH:6][CH:7]=1. The yield is 0.270.